This data is from Catalyst prediction with 721,799 reactions and 888 catalyst types from USPTO. The task is: Predict which catalyst facilitates the given reaction. (1) Reactant: [N:1]1[N:2]([C:6]2[CH:7]=[C:8]([NH:12][C:13]3[C:18]([C:19]([NH2:21])=[O:20])=[CH:17][N:16]=[C:15]([NH:22][C@H:23]4[CH2:28][CH2:27][CH2:26][CH2:25][C@H:24]4[NH2:29])[N:14]=3)[CH:9]=[CH:10][CH:11]=2)[N:3]=[CH:4][CH:5]=1.[N:30]1[N:31]([C:35]2[CH:36]=[C:37]([NH:41][C:42]3[C:47]([C:48]([NH2:50])=[O:49])=[CH:46][N:45]=[C:44]([NH:51][C@@H:52]4[CH2:57][CH2:56][CH2:55][CH2:54][C@@H:53]4[NH2:58])[N:43]=3)[CH:38]=[CH:39][CH:40]=2)[N:32]=[CH:33][CH:34]=1. Product: [N:1]1[N:2]([C:6]2[CH:7]=[C:8]([NH:12][C:13]3[C:18]([C:19]([NH2:21])=[O:20])=[CH:17][N:16]=[C:15]([NH:22][C@@H:23]4[CH2:28][CH2:27][CH2:26][CH2:25][C@@H:24]4[NH2:29])[N:14]=3)[CH:9]=[CH:10][CH:11]=2)[N:3]=[CH:4][CH:5]=1.[N:30]1[N:31]([C:35]2[CH:36]=[C:37]([NH:41][C:42]3[C:47]([C:48]([NH2:50])=[O:49])=[CH:46][N:45]=[C:44]([NH:51][C@@H:52]4[CH2:57][CH2:56][CH2:55][CH2:54][C@@H:53]4[NH:58][CH:19]=[O:20])[N:43]=3)[CH:38]=[CH:39][CH:40]=2)[N:32]=[CH:33][CH:34]=1. The catalyst class is: 106. (2) Reactant: C([OH:3])C.[OH-].[Na+].OO.[OH:8][CH2:9][CH2:10][CH2:11][NH:12][C:13]1[CH:20]=[C:19]([N:21]2[C:29]3[C:24](=[C:25]([C:30]4[CH:31]=[N:32][C:33]5[C:38]([CH:39]=4)=[CH:37][CH:36]=[CH:35][CH:34]=5)[CH:26]=[CH:27][CH:28]=3)[C:23]([CH3:40])=[N:22]2)[CH:18]=[CH:17][C:14]=1[C:15]#[N:16]. Product: [OH:8][CH2:9][CH2:10][CH2:11][NH:12][C:13]1[CH:20]=[C:19]([N:21]2[C:29]3[C:24](=[C:25]([C:30]4[CH:31]=[N:32][C:33]5[C:38]([CH:39]=4)=[CH:37][CH:36]=[CH:35][CH:34]=5)[CH:26]=[CH:27][CH:28]=3)[C:23]([CH3:40])=[N:22]2)[CH:18]=[CH:17][C:14]=1[C:15]([NH2:16])=[O:3]. The catalyst class is: 58. (3) Reactant: [CH3:1][C:2]1[N:3]=[C:4]2[CH:12]=[CH:11][CH:10]=[C:9]3[N:5]2[C:6]=1[C:7](=[O:19])[N:8]3[CH2:13][CH2:14][CH2:15][CH2:16][CH2:17][NH2:18].C(N(CC)CC)C.C([O:29][C:30](=O)[C:31]([F:37])([F:36])[C:32]([F:35])([F:34])[F:33])C. Product: [CH3:1][C:2]1[N:3]=[C:4]2[CH:12]=[CH:11][CH:10]=[C:9]3[N:5]2[C:6]=1[C:7](=[O:19])[N:8]3[CH2:13][CH2:14][CH2:15][CH2:16][CH2:17][NH:18][C:30](=[O:29])[C:31]([F:37])([F:36])[C:32]([F:35])([F:34])[F:33]. The catalyst class is: 10. (4) The catalyst class is: 16. Reactant: [CH3:1][O:2][C:3]1[CH:8]=[CH:7][C:6]([N:9]2[C:13]([C:14]3[CH:15]=[N:16][C:17]([O:20][CH3:21])=[CH:18][CH:19]=3)=[N:12][C:11]([OH:22])=[N:10]2)=[CH:5][CH:4]=1.C(=O)([O-])[O-].[K+].[K+].I[CH2:30][C:31]([F:34])([F:33])[F:32].C(OCC)(=O)C. Product: [CH3:21][O:20][C:17]1[CH:18]=[CH:19][C:14]([C:13]2[N:9]([C:6]3[CH:7]=[CH:8][C:3]([O:2][CH3:1])=[CH:4][CH:5]=3)[N:10]=[C:11]([O:22][CH2:30][C:31]([F:34])([F:33])[F:32])[N:12]=2)=[CH:15][N:16]=1. (5) Product: [Br:1][C:2]1[N:3]=[C:4]([NH:25][C:22]2[CH:23]=[CH:24][C:19]([CH:16]3[CH2:15][CH2:14][N:13]([CH3:12])[CH2:18][CH2:17]3)=[CH:20][CH:21]=2)[C:5]2[N:6]([CH:8]=[CH:9][N:10]=2)[CH:7]=1. Reactant: [Br:1][C:2]1[N:3]=[C:4](Br)[C:5]2[N:6]([CH:8]=[CH:9][N:10]=2)[CH:7]=1.[CH3:12][N:13]1[CH2:18][CH2:17][CH:16]([C:19]2[CH:24]=[CH:23][C:22]([NH2:25])=[CH:21][CH:20]=2)[CH2:15][CH2:14]1.CC1(C)C2(CS(O)(=O)=O)C(CC1CC2)=O. The catalyst class is: 41.